The task is: Regression. Given a peptide amino acid sequence and an MHC pseudo amino acid sequence, predict their binding affinity value. This is MHC class I binding data.. This data is from Peptide-MHC class I binding affinity with 185,985 pairs from IEDB/IMGT. (1) The peptide sequence is HMIDKLFYV. The MHC is HLA-A02:03 with pseudo-sequence HLA-A02:03. The binding affinity (normalized) is 1.00. (2) The peptide sequence is LVESGGGL. The MHC is HLA-A02:02 with pseudo-sequence HLA-A02:02. The binding affinity (normalized) is 0.104. (3) The peptide sequence is DTCGASINIT. The binding affinity (normalized) is 0.0148. The MHC is HLA-A02:01 with pseudo-sequence HLA-A02:01.